Dataset: Full USPTO retrosynthesis dataset with 1.9M reactions from patents (1976-2016). Task: Predict the reactants needed to synthesize the given product. (1) Given the product [C:17]([O:20][CH2:21][CH2:22][O:10][C:9]1[CH:8]=[CH:7][C:4]([CH:5]=[O:6])=[CH:3][C:2]=1[F:1])(=[O:19])[CH3:18], predict the reactants needed to synthesize it. The reactants are: [F:1][C:2]1[CH:3]=[C:4]([CH:7]=[CH:8][C:9]=1[OH:10])[CH:5]=[O:6].C([O-])([O-])=O.[K+].[K+].[C:17]([O:20][CH2:21][CH2:22]Br)(=[O:19])[CH3:18]. (2) Given the product [F:1][C:2]1[CH:3]=[C:4]([C@@H:8]2[CH2:12][N:11]([CH2:32][CH2:33][O:34][CH3:35])[CH2:10][C@H:9]2[NH:13][C:14]([NH:16][C:17]2[N:21]([C:22]3[CH:27]=[CH:26][CH:25]=[CH:24][CH:23]=3)[N:20]=[C:19]3[CH2:28][CH2:29][CH2:30][C:18]=23)=[O:15])[CH:5]=[CH:6][CH:7]=1, predict the reactants needed to synthesize it. The reactants are: [F:1][C:2]1[CH:3]=[C:4]([C@@H:8]2[CH2:12][NH:11][CH2:10][C@H:9]2[NH:13][C:14]([NH:16][C:17]2[N:21]([C:22]3[CH:27]=[CH:26][CH:25]=[CH:24][CH:23]=3)[N:20]=[C:19]3[CH2:28][CH2:29][CH2:30][C:18]=23)=[O:15])[CH:5]=[CH:6][CH:7]=1.Br[CH2:32][CH2:33][O:34][CH3:35].CCN(C(C)C)C(C)C.